This data is from Full USPTO retrosynthesis dataset with 1.9M reactions from patents (1976-2016). The task is: Predict the reactants needed to synthesize the given product. (1) Given the product [CH3:1][O:2][C:3]1[CH:4]=[C:5]([CH2:12][CH2:13][CH2:14][N:15]2[CH2:20][CH2:19][CH2:18][CH2:17][CH2:16]2)[CH:6]=[CH:7][C:8]=1[NH2:9], predict the reactants needed to synthesize it. The reactants are: [CH3:1][O:2][C:3]1[CH:4]=[C:5]([C:12]#[C:13][CH2:14][N:15]2[CH2:20][CH2:19][CH2:18][CH2:17][CH2:16]2)[CH:6]=[CH:7][C:8]=1[N+:9]([O-])=O. (2) The reactants are: OC(C(F)(F)F)=O.[N:8]1([CH2:14][C:15]2[N:16]=[N:17][C:18]3[C:19](=[C:21]([NH2:26])[N:22]=[C:23]([NH2:25])[N:24]=3)[N:20]=2)[CH2:13][CH2:12][NH:11][CH2:10][CH2:9]1.[Br:27][C:28]1[CH:29]=[C:30]([CH:33]=[CH:34][CH:35]=1)[CH2:31]Br.C(=O)([O-])[O-].[K+].[K+].C(O)(C(F)(F)F)=O. Given the product [Br:27][C:28]1[CH:29]=[C:30]([CH:33]=[CH:34][CH:35]=1)[CH2:31][N:11]1[CH2:12][CH2:13][N:8]([CH2:14][C:15]2[N:16]=[N:17][C:18]3[C:19](=[C:21]([NH2:26])[N:22]=[C:23]([NH2:25])[N:24]=3)[N:20]=2)[CH2:9][CH2:10]1, predict the reactants needed to synthesize it. (3) Given the product [F:25][C:2]([F:1])([F:24])[O:3][C:4]1[CH:23]=[CH:22][C:7]([O:8][CH:9]2[CH2:10][CH2:11][NH:12][CH2:13][CH2:14]2)=[CH:6][CH:5]=1, predict the reactants needed to synthesize it. The reactants are: [F:1][C:2]([F:25])([F:24])[O:3][C:4]1[CH:23]=[CH:22][C:7]([O:8][CH:9]2[CH2:14][CH2:13][N:12](C(OC(C)(C)C)=O)[CH2:11][CH2:10]2)=[CH:6][CH:5]=1.N1(C(OC(C)(C)C)=O)CC=CCC1.Cl.C(=O)=O.[OH-].[Na+]. (4) Given the product [CH3:19][O:18][CH2:15][CH2:16][CH2:17][N:4]1[C:5]([CH3:12])=[C:6]([C:7]([OH:9])=[O:8])[C:2]([CH3:1])=[N:3]1, predict the reactants needed to synthesize it. The reactants are: [CH3:1][C:2]1[C:6]([C:7]([O:9]CC)=[O:8])=[C:5]([CH3:12])[NH:4][N:3]=1.BrC[CH:15]([O:18][CH3:19])[CH2:16][CH3:17]. (5) Given the product [CH3:26][O:27][C:28](=[O:37])[C:29]1[CH:34]=[CH:33][C:32]([CH2:35][N:21]2[CH2:20][CH2:19][N:18]([CH2:17][C:16]3[CH:15]=[CH:14][C:13]([C@@H:4]4[O:3][C:8]5[CH:9]=[CH:10][CH:11]=[CH:12][C:7]=5[O:6][CH2:5]4)=[CH:25][CH:24]=3)[CH2:23][CH2:22]2)=[CH:31][CH:30]=1, predict the reactants needed to synthesize it. The reactants are: Cl.Cl.[O:3]1[C:8]2[CH:9]=[CH:10][CH:11]=[CH:12][C:7]=2[O:6][CH2:5][C@@H:4]1[C:13]1[CH:25]=[CH:24][C:16]([CH2:17][N:18]2[CH2:23][CH2:22][NH:21][CH2:20][CH2:19]2)=[CH:15][CH:14]=1.[CH3:26][O:27][C:28](=[O:37])[C:29]1[CH:34]=[CH:33][C:32]([CH:35]=O)=[CH:31][CH:30]=1.C([BH3-])#N.[Na+].CCN(C(C)C)C(C)C. (6) Given the product [Cl:1][C:2]1[CH:7]=[CH:6][C:5]([N:8]2[C:12]([CH2:13][CH:14]([CH3:15])[CH3:16])=[CH:11][CH:10]=[C:9]2[CH:20]=[CH:21][C:22]([O:34][CH3:33])=[O:26])=[C:4]([C:19](=[O:30])[C:20]2[CH:25]=[CH:24][CH:23]=[C:22]([O:26][CH3:27])[C:21]=2[O:28][CH3:29])[CH:3]=1, predict the reactants needed to synthesize it. The reactants are: [Cl:1][C:2]1[CH:7]=[CH:6][C:5]([N:8]2[C:12]([CH2:13][CH:14]([CH3:16])[CH3:15])=[CH:11][CH:10]=[C:9]2C=O)=[C:4]([C:19](=[O:30])[C:20]2[CH:25]=[CH:24][CH:23]=[C:22]([O:26][CH3:27])[C:21]=2[O:28][CH3:29])[CH:3]=1.CN(C)[CH:33]=[O:34].